Dataset: hERG Central: cardiac toxicity at 1µM, 10µM, and general inhibition. Task: Predict hERG channel inhibition at various concentrations. (1) The drug is O=C(CN(c1cccc(Cl)c1)S(=O)(=O)c1ccc(Cl)cc1)NCc1ccccn1. Results: hERG_inhib (hERG inhibition (general)): blocker. (2) The drug is Nc1c(C(=O)NCCN2CCOCC2)c2nc3ccccc3nc2n1-c1ccccc1. Results: hERG_inhib (hERG inhibition (general)): blocker. (3) Results: hERG_inhib (hERG inhibition (general)): blocker. The compound is O=C(CN1CCN(CC(=O)c2ccc(F)cc2)CC1)Nc1ccccc1Cl. (4) The molecule is Cc1ccc(S(=O)(=O)N(C)c2ccc(C(=O)NCC3(N(C)C)CCCCC3)cc2)cc1. Results: hERG_inhib (hERG inhibition (general)): blocker. (5) The drug is CCN(CC)CCCN(C(=O)c1ccc(F)cc1)c1nc(-c2ccc(OC)cc2)cs1. Results: hERG_inhib (hERG inhibition (general)): blocker.